Dataset: Reaction yield outcomes from USPTO patents with 853,638 reactions. Task: Predict the reaction yield, written as a fraction of the theoretical maximum amount of product (1.0 means a 100% yield; for example, 0.34 means a 34% yield). (1) The reactants are [C:1]1([C:7]2[O:11][N:10]=[CH:9][C:8]=2[CH2:12][CH2:13][C:14]([OH:16])=[O:15])[CH:6]=[CH:5][CH:4]=[CH:3][CH:2]=1.S(=O)(=O)(O)O.[CH3:22]O. No catalyst specified. The product is [C:1]1([C:7]2[O:11][N:10]=[CH:9][C:8]=2[CH2:12][CH2:13][C:14]([O:16][CH3:22])=[O:15])[CH:2]=[CH:3][CH:4]=[CH:5][CH:6]=1. The yield is 0.960. (2) The reactants are [CH2:1]([O:3][C:4](=[O:18])[CH2:5][N:6]1[C:14]2[CH2:13][CH2:12][CH2:11][C@@H:10]([N:15]=[N+]=[N-])[C:9]=2[CH:8]=[N:7]1)[CH3:2]. The catalyst is C(O)C.[Pd]. The product is [CH2:1]([O:3][C:4](=[O:18])[CH2:5][N:6]1[C:14]2[CH2:13][CH2:12][CH2:11][C@@H:10]([NH2:15])[C:9]=2[CH:8]=[N:7]1)[CH3:2]. The yield is 0.980. (3) The reactants are [N-:1]=[N+:2]=[N-:3].[Na+].Cl.C(N(CC)CC)C.[C:13]([CH2:15][CH2:16][O:17][C:18]([N:20]1[C:29]2[C:24](=[N:25][C:26]([C:30]([F:33])([F:32])[F:31])=[CH:27][CH:28]=2)[C@@H:23]([N:34]([CH2:41][C:42]2[CH:47]=[C:46]([C:48]([F:51])([F:50])[F:49])[CH:45]=[C:44]([C:52]([F:55])([F:54])[F:53])[CH:43]=2)[C:35]2[N:36]=[N:37][N:38]([CH3:40])[N:39]=2)[CH2:22][C@H:21]1[CH2:56][CH3:57])=[O:19])#[N:14].Cl. The catalyst is C1(C)C=CC=CC=1. The product is [N:1]1[NH:2][N:3]=[N:14][C:13]=1[CH2:15][CH2:16][O:17][C:18]([N:20]1[C:29]2[C:24](=[N:25][C:26]([C:30]([F:33])([F:32])[F:31])=[CH:27][CH:28]=2)[C@@H:23]([N:34]([CH2:41][C:42]2[CH:43]=[C:44]([C:52]([F:55])([F:54])[F:53])[CH:45]=[C:46]([C:48]([F:51])([F:50])[F:49])[CH:47]=2)[C:35]2[N:36]=[N:37][N:38]([CH3:40])[N:39]=2)[CH2:22][C@H:21]1[CH2:56][CH3:57])=[O:19]. The yield is 0.660.